This data is from NCI-60 drug combinations with 297,098 pairs across 59 cell lines. The task is: Regression. Given two drug SMILES strings and cell line genomic features, predict the synergy score measuring deviation from expected non-interaction effect. (1) Drug 1: CCC(=C(C1=CC=CC=C1)C2=CC=C(C=C2)OCCN(C)C)C3=CC=CC=C3.C(C(=O)O)C(CC(=O)O)(C(=O)O)O. Cell line: RXF 393. Drug 2: C1C(C(OC1N2C=NC(=NC2=O)N)CO)O. Synergy scores: CSS=7.45, Synergy_ZIP=-2.04, Synergy_Bliss=0.901, Synergy_Loewe=-3.24, Synergy_HSA=-1.83. (2) Drug 1: CC1=C(C(CCC1)(C)C)C=CC(=CC=CC(=CC(=O)O)C)C. Drug 2: C1=CC=C(C(=C1)C(C2=CC=C(C=C2)Cl)C(Cl)Cl)Cl. Cell line: M14. Synergy scores: CSS=-1.15, Synergy_ZIP=1.05, Synergy_Bliss=0.176, Synergy_Loewe=-0.0375, Synergy_HSA=-2.76. (3) Drug 1: C1C(C(OC1N2C=C(C(=O)NC2=O)F)CO)O. Drug 2: CN1C(=O)N2C=NC(=C2N=N1)C(=O)N. Cell line: DU-145. Synergy scores: CSS=16.3, Synergy_ZIP=-3.77, Synergy_Bliss=2.75, Synergy_Loewe=-18.1, Synergy_HSA=-0.281. (4) Drug 1: CC1=C(C=C(C=C1)NC2=NC=CC(=N2)N(C)C3=CC4=NN(C(=C4C=C3)C)C)S(=O)(=O)N.Cl. Drug 2: COC1=CC(=CC(=C1O)OC)C2C3C(COC3=O)C(C4=CC5=C(C=C24)OCO5)OC6C(C(C7C(O6)COC(O7)C8=CC=CS8)O)O. Cell line: HS 578T. Synergy scores: CSS=24.1, Synergy_ZIP=4.17, Synergy_Bliss=6.49, Synergy_Loewe=-10.2, Synergy_HSA=4.59.